Dataset: Full USPTO retrosynthesis dataset with 1.9M reactions from patents (1976-2016). Task: Predict the reactants needed to synthesize the given product. (1) The reactants are: C([O:4][CH2:5][CH2:6][N:7]1[CH2:12][CH2:11][CH:10]([O:13][C:14]2[C:22]3[C:17](=[N:18][CH:19]=[CH:20][C:21]=3[O:23][C:24]3[CH:29]=[CH:28][C:27]([NH:30][C:31]([C:33]4[C:34](=[O:46])[N:35]([C:39]5[CH:44]=[CH:43][C:42]([F:45])=[CH:41][CH:40]=5)[N:36]=[CH:37][CH:38]=4)=[O:32])=[CH:26][C:25]=3[F:47])[N:16]([CH2:48][C:49]3[CH:54]=[CH:53][C:52]([O:55][CH3:56])=[CH:51][CH:50]=3)[N:15]=2)[CH2:9][CH2:8]1)(=O)C. Given the product [F:47][C:25]1[CH:26]=[C:27]([NH:30][C:31]([C:33]2[C:34](=[O:46])[N:35]([C:39]3[CH:40]=[CH:41][C:42]([F:45])=[CH:43][CH:44]=3)[N:36]=[CH:37][CH:38]=2)=[O:32])[CH:28]=[CH:29][C:24]=1[O:23][C:21]1[CH:20]=[CH:19][N:18]=[C:17]2[N:16]([CH2:48][C:49]3[CH:50]=[CH:51][C:52]([O:55][CH3:56])=[CH:53][CH:54]=3)[N:15]=[C:14]([O:13][CH:10]3[CH2:9][CH2:8][N:7]([CH2:6][CH2:5][OH:4])[CH2:12][CH2:11]3)[C:22]=12, predict the reactants needed to synthesize it. (2) Given the product [Br:1][C:2]1[CH:7]=[CH:6][C:5]([S:8][CH2:16][C:17](=[O:19])[CH3:18])=[CH:4][CH:3]=1, predict the reactants needed to synthesize it. The reactants are: [Br:1][C:2]1[CH:7]=[CH:6][C:5]([SH:8])=[CH:4][CH:3]=1.N1C=CC=CC=1.Br[CH2:16][C:17](=[O:19])[CH3:18].